Dataset: Reaction yield outcomes from USPTO patents with 853,638 reactions. Task: Predict the reaction yield, written as a fraction of the theoretical maximum amount of product (1.0 means a 100% yield; for example, 0.34 means a 34% yield). The reactants are [C:1]([N:5]1[CH2:10][CH2:9][N:8]([C:11](OC(C)(C)C)=[O:12])[C@@H:7]([C:18]([N:20]2[CH2:25][CH2:24][NH:23][CH2:22][CH2:21]2)=[O:19])[CH2:6]1)([CH3:4])([CH3:3])[CH3:2].[C:26]1([CH2:32][O:33][C:34]2[CH:35]=[C:36]([NH:40][C:41](=[O:49])OC3C=CC=CC=3)[CH:37]=[CH:38][CH:39]=2)[CH:31]=[CH:30][CH:29]=[CH:28][CH:27]=1. The catalyst is C(Cl)Cl. The product is [NH3:5].[CH3:11][OH:12].[C:1]([N:5]1[CH2:10][CH2:9][NH:8][C@@H:7]([C:18]([N:20]2[CH2:25][CH2:24][N:23]([C:41]([NH:40][C:36]3[CH:37]=[CH:38][CH:39]=[C:34]([O:33][CH2:32][C:26]4[CH:27]=[CH:28][CH:29]=[CH:30][CH:31]=4)[CH:35]=3)=[O:49])[CH2:22][CH2:21]2)=[O:19])[CH2:6]1)([CH3:4])([CH3:2])[CH3:3]. The yield is 0.100.